Dataset: Forward reaction prediction with 1.9M reactions from USPTO patents (1976-2016). Task: Predict the product of the given reaction. (1) Given the reactants [CH3:1][N:2]([CH:22]1[CH2:27][CH2:26][N:25]([CH2:28][C:29]2[CH:34]=[CH:33][N:32]=[C:31]([C:35]3[CH:40]=[C:39]([O:41][CH3:42])[C:38]([O:43]C)=[C:37]([O:45][CH3:46])[CH:36]=3)[CH:30]=2)[CH2:24][CH2:23]1)[CH2:3][C:4]1[CH:9]=[CH:8][N:7]=[C:6]([C:10]2[CH:15]=[C:14]([O:16][CH3:17])[C:13]([O:18]C)=[C:12]([O:20][CH3:21])[CH:11]=2)[CH:5]=1.I[Si](C)(C)C.O.C(=O)([O-])O.[Na+].[Cl:58]CCl, predict the reaction product. The product is: [ClH:58].[ClH:58].[ClH:58].[ClH:58].[OH:43][C:38]1[C:39]([O:41][CH3:42])=[CH:40][C:35]([C:31]2[CH:30]=[C:29]([CH2:28][N:25]3[CH2:24][CH2:23][CH:22]([N:2]([CH2:3][C:4]4[CH:9]=[CH:8][N:7]=[C:6]([C:10]5[CH:11]=[C:12]([O:20][CH3:21])[C:13]([OH:18])=[C:14]([O:16][CH3:17])[CH:15]=5)[CH:5]=4)[CH3:1])[CH2:27][CH2:26]3)[CH:34]=[CH:33][N:32]=2)=[CH:36][C:37]=1[O:45][CH3:46]. (2) Given the reactants [Br:1][C:2]1[CH:7]=[CH:6][C:5]([CH2:8][C:9]([C:11]2[CH:16]=[C:15]([Cl:17])[C:14]([OH:18])=[CH:13][C:12]=2[OH:19])=[O:10])=[CH:4][CH:3]=1.[C:20](OC(=O)C)(=O)[CH3:21].C(=O)([O-])[O-].[K+].[K+], predict the reaction product. The product is: [Br:1][C:2]1[CH:3]=[CH:4][C:5]([C:8]2[C:9](=[O:10])[C:11]3[C:12](=[CH:13][C:14]([OH:18])=[C:15]([Cl:17])[CH:16]=3)[O:19][C:20]=2[CH3:21])=[CH:6][CH:7]=1. (3) Given the reactants [NH2:1][C:2]([CH3:18])([CH3:17])[CH2:3][NH:4][C:5]1[CH:12]=[CH:11][C:8]([C:9]#[N:10])=[C:7]([C:13]([F:16])([F:15])[F:14])[CH:6]=1.[F:19][C:20]1[CH:25]=[CH:24][C:23]([N:26]=[C:27]=[O:28])=[CH:22][CH:21]=1, predict the reaction product. The product is: [C:9]([C:8]1[CH:11]=[CH:12][C:5]([NH:4][CH2:3][C:2]([NH:1][C:27]([NH:26][C:23]2[CH:24]=[CH:25][C:20]([F:19])=[CH:21][CH:22]=2)=[O:28])([CH3:18])[CH3:17])=[CH:6][C:7]=1[C:13]([F:14])([F:15])[F:16])#[N:10]. (4) Given the reactants Cl.Cl.[CH3:3][N:4]1[CH2:9][CH2:8][N:7]([CH2:10][CH2:11][Cl:12])[CH2:6][CH2:5]1.C(=O)([O-])[O-].[K+].[K+], predict the reaction product. The product is: [CH3:3][N:4]1[CH2:9][CH2:8][N:7]([CH2:10][CH2:11][Cl:12])[CH2:6][CH2:5]1. (5) Given the reactants [I:1][C:2]1[CH:12]=[CH:11][CH:10]=[CH:9][C:3]=1[CH2:4][S:5][C:6](=N)N.[OH-].[Na+].COS(OC)(=O)=O, predict the reaction product. The product is: [I:1][C:2]1[CH:12]=[CH:11][CH:10]=[CH:9][C:3]=1[CH2:4][S:5][CH3:6]. (6) Given the reactants [CH2:1]([O:3][C:4](=[O:32])[CH:5]([C:11]1[C:20]([O:21]CC2C=CC=CC=2)=[C:19]([CH:29]2[CH2:31][CH2:30]2)[CH:18]=[C:17]2[C:12]=1[CH:13]=[CH:14][CH:15]=[N:16]2)[O:6][C:7]([CH3:10])([CH3:9])[CH3:8])[CH3:2], predict the reaction product. The product is: [CH2:1]([O:3][C:4](=[O:32])[CH:5]([O:6][C:7]([CH3:10])([CH3:9])[CH3:8])[C:11]1[C:20]([OH:21])=[C:19]([CH:29]2[CH2:30][CH2:31]2)[CH:18]=[C:17]2[C:12]=1[CH:13]=[CH:14][CH:15]=[N:16]2)[CH3:2]. (7) Given the reactants [F:1][C:2]1[CH:3]=[C:4]([N:11]2[CH2:16][CH2:15][NH:14][CH2:13][CH2:12]2)[CH:5]=[C:6]2[C:10]=1[NH:9][CH:8]=[CH:7]2.Br[CH2:18][CH2:19][C@H:20]1[C:28]2[C:23](=[CH:24][CH:25]=[CH:26][CH:27]=2)[N:22](C(=O)C)[CH2:21]1, predict the reaction product. The product is: [NH:22]1[C:23]2[C:28](=[CH:27][CH:26]=[CH:25][CH:24]=2)[C@H:20]([CH2:19][CH2:18][N:14]2[CH2:13][CH2:12][N:11]([C:4]3[CH:5]=[C:6]4[C:10](=[C:2]([F:1])[CH:3]=3)[NH:9][CH:8]=[CH:7]4)[CH2:16][CH2:15]2)[CH2:21]1. (8) Given the reactants [NH2:1][C@H:2]([C:6]1[CH:11]=[CH:10][C:9]([OH:12])=[CH:8][CH:7]=1)[C:3]([OH:5])=[O:4].S(Cl)(Cl)=O.[CH3:17]O, predict the reaction product. The product is: [NH2:1][C@H:2]([C:6]1[CH:11]=[CH:10][C:9]([OH:12])=[CH:8][CH:7]=1)[C:3]([O:5][CH3:17])=[O:4]. (9) Given the reactants [CH3:1][O:2][C:3]1[CH:4]=[C:5]([CH2:12][C:13]([OH:15])=O)[CH:6]=[CH:7][C:8]=1[N+:9]([O-:11])=[O:10].[NH:16]1[CH2:20][CH2:19][CH2:18][CH2:17]1.C(N(C(C)C)CC)(C)C, predict the reaction product. The product is: [CH3:1][O:2][C:3]1[CH:4]=[C:5]([CH2:12][C:13]([N:16]2[CH2:20][CH2:19][CH2:18][CH2:17]2)=[O:15])[CH:6]=[CH:7][C:8]=1[N+:9]([O-:11])=[O:10]. (10) Given the reactants [C:1]([SiH2:5][O:6][C:7]([CH3:17])([CH3:16])[C@H:8]1[CH2:13][CH2:12][C@H:11]([CH2:14]O)[CH2:10][CH2:9]1)([CH3:4])([CH3:3])[CH3:2].C1C=CC(P(C2C=CC=CC=2)C2C=CC=CC=2)=CC=1.[C:37]1([N:43]2[C:47]([SH:48])=[N:46][N:45]=[N:44]2)[CH:42]=[CH:41][CH:40]=[CH:39][CH:38]=1.CC(OC(/N=N/C(OC(C)C)=O)=O)C, predict the reaction product. The product is: [C:1]([SiH2:5][O:6][C:7]([CH3:17])([CH3:16])[C@H:8]1[CH2:13][CH2:12][C@H:11]([CH2:14][S:48][C:47]2[N:43]([C:37]3[CH:42]=[CH:41][CH:40]=[CH:39][CH:38]=3)[N:44]=[N:45][N:46]=2)[CH2:10][CH2:9]1)([CH3:4])([CH3:3])[CH3:2].